From a dataset of Forward reaction prediction with 1.9M reactions from USPTO patents (1976-2016). Predict the product of the given reaction. (1) Given the reactants [F:1][C:2]([F:9])([F:8])[C:3]1[S:4][CH:5]=[CH:6][CH:7]=1.[Cl:10][S:11](O)(=[O:13])=[O:12].S(Cl)(Cl)(=O)=O, predict the reaction product. The product is: [F:1][C:2]([F:9])([F:8])[C:3]1[S:4][C:5]([S:11]([Cl:10])(=[O:13])=[O:12])=[CH:6][CH:7]=1. (2) Given the reactants [F:1][C:2]1[CH:7]=[CH:6][C:5]([N:8]2[CH:12]=[CH:11][C:10]([N+:13]([O-])=O)=[CH:9]2)=[CH:4][CH:3]=1, predict the reaction product. The product is: [F:1][C:2]1[CH:3]=[CH:4][C:5]([N:8]2[CH:12]=[CH:11][C:10]([NH2:13])=[CH:9]2)=[CH:6][CH:7]=1. (3) Given the reactants Cl.[CH:2]1[C:14]2[CH:13]([CH2:15][O:16][C:17]([N:19]3[CH2:24][C@H:23]([C:25](=[O:48])[N:26]([CH:45]4[CH2:47][CH2:46]4)[C:27]4[CH:28]=[CH:29][C:30]5[O:35][C:34]([CH3:37])([CH3:36])[C:33](=[O:38])[N:32]([CH2:39][CH2:40][CH2:41][O:42][CH3:43])[C:31]=5[CH:44]=4)[CH2:22][C@H:21]([NH2:49])[CH2:20]3)=[O:18])[C:12]3[C:7](=[CH:8][CH:9]=[CH:10][CH:11]=3)[C:6]=2[CH:5]=[CH:4][CH:3]=1.[C:50]([C:52]1([C:55](O)=[O:56])[CH2:54][CH2:53]1)#[N:51].CCN=C=NCCCN(C)C.Cl.C1C=NC2N(O)N=NC=2C=1.C(N(C(C)C)CC)(C)C, predict the reaction product. The product is: [CH:11]1[C:12]2[CH:13]([CH2:15][O:16][C:17]([N:19]3[CH2:24][C@H:23]([C:25](=[O:48])[N:26]([CH:45]4[CH2:47][CH2:46]4)[C:27]4[CH:28]=[CH:29][C:30]5[O:35][C:34]([CH3:36])([CH3:37])[C:33](=[O:38])[N:32]([CH2:39][CH2:40][CH2:41][O:42][CH3:43])[C:31]=5[CH:44]=4)[CH2:22][C@H:21]([NH:49][C:55]([C:52]4([C:50]#[N:51])[CH2:54][CH2:53]4)=[O:56])[CH2:20]3)=[O:18])[C:14]3[C:6](=[CH:5][CH:4]=[CH:3][CH:2]=3)[C:7]=2[CH:8]=[CH:9][CH:10]=1. (4) Given the reactants [C:1]1([C:7]2[CH:21]=[CH:20][CH:19]=[CH:18][C:8]=2[CH2:9][C:10]2[O:14][N:13]=[C:12]([C:15]([OH:17])=O)[CH:11]=2)[CH:6]=[CH:5][CH:4]=[CH:3][CH:2]=1.ON1C2C=CC=CC=2N=N1.Cl.C(N=C=NCCCN(C)C)C.C(N(CC)CC)C.[O:51]1[CH2:55][CH2:54][CH:53]([CH2:56][NH2:57])[CH2:52]1, predict the reaction product. The product is: [O:51]1[CH2:55][CH2:54][CH:53]([CH2:56][NH:57][C:15]([C:12]2[CH:11]=[C:10]([CH2:9][C:8]3[CH:18]=[CH:19][CH:20]=[CH:21][C:7]=3[C:1]3[CH:2]=[CH:3][CH:4]=[CH:5][CH:6]=3)[O:14][N:13]=2)=[O:17])[CH2:52]1. (5) Given the reactants Cl[C:2]1[C:11]2[C:6](=[CH:7][C:8]([Cl:12])=[CH:9][CH:10]=2)[N:5]=[CH:4][CH:3]=1.[CH2:13]1[CH:20]2[CH:16]([CH2:17][CH:18]([NH2:21])[CH2:19]2)[CH2:15][CH:14]1[NH2:22].C(N(CC)CC)C.[OH-].[Na+], predict the reaction product. The product is: [Cl:12][C:8]1[CH:7]=[C:6]2[C:11]([C:2]([NH:21][CH:18]3[CH2:19][CH:20]4[CH:16]([CH2:15][CH:14]([NH2:22])[CH2:13]4)[CH2:17]3)=[CH:3][CH:4]=[N:5]2)=[CH:10][CH:9]=1. (6) Given the reactants [CH3:1][C@@H:2]1[CH2:6][CH2:5][CH2:4][N:3]1[CH2:7][CH2:8][C:9]1[CH:14]=[CH:13][C:12]([C:15]2[CH:20]=[CH:19][C:18]([CH2:21][CH2:22][C:23](O)=[O:24])=[CH:17][CH:16]=2)=[CH:11][CH:10]=1.[NH:26]1[CH2:31][CH2:30][CH:29]([C:32]([O:34][CH2:35][CH3:36])=[O:33])[CH2:28][CH2:27]1.CN(C(ON1N=NC2C=CC=NC1=2)=[N+](C)C)C.F[P-](F)(F)(F)(F)F.Cl, predict the reaction product. The product is: [CH3:1][C@@H:2]1[CH2:6][CH2:5][CH2:4][N:3]1[CH2:7][CH2:8][C:9]1[CH:14]=[CH:13][C:12]([C:15]2[CH:16]=[CH:17][C:18]([CH2:21][CH2:22][C:23]([N:26]3[CH2:31][CH2:30][CH:29]([C:32]([O:34][CH2:35][CH3:36])=[O:33])[CH2:28][CH2:27]3)=[O:24])=[CH:19][CH:20]=2)=[CH:11][CH:10]=1. (7) Given the reactants [OH:1][C:2]1[N:10]=[C:9]([C:11](O)=[O:12])[N:8]=[C:7]2[C:3]=1[N:4]=[C:5]([C:23]1[CH:28]=[CH:27][C:26]([O:29][CH3:30])=[CH:25][CH:24]=1)[N:6]2[CH2:14][CH2:15][CH2:16][N:17]1[CH2:22][CH2:21][CH2:20][CH2:19][CH2:18]1.[CH2:31]([NH:36][CH2:37][CH2:38][CH:39]([CH3:41])[CH3:40])[CH2:32][CH:33]([CH3:35])[CH3:34], predict the reaction product. The product is: [OH:1][C:2]1[N:10]=[C:9]([C:11]([N:36]([CH2:37][CH2:38][CH:39]([CH3:41])[CH3:40])[CH2:31][CH2:32][CH:33]([CH3:34])[CH3:35])=[O:12])[N:8]=[C:7]2[C:3]=1[N:4]=[C:5]([C:23]1[CH:24]=[CH:25][C:26]([O:29][CH3:30])=[CH:27][CH:28]=1)[N:6]2[CH2:14][CH2:15][CH2:16][N:17]1[CH2:18][CH2:19][CH2:20][CH2:21][CH2:22]1.